From a dataset of Catalyst prediction with 721,799 reactions and 888 catalyst types from USPTO. Predict which catalyst facilitates the given reaction. (1) Reactant: [CH3:1][C:2]1[CH:7]=[CH:6][C:5]([S:8][C:9]2[CH:14]=[CH:13][C:12]([OH:15])=[CH:11][CH:10]=2)=[C:4]([NH:16][C:17]2[C:26]3[C:21](=[N:22][C:23]([CH2:27][CH2:28][CH3:29])=[CH:24][CH:25]=3)[N:20]=[CH:19][CH:18]=2)[CH:3]=1.[CH:30]([S:33](Cl)(=[O:35])=[O:34])([CH3:32])[CH3:31].C(N(CC)C(C)C)(C)C. Product: [CH3:1][C:2]1[CH:7]=[CH:6][C:5]([S:8][C:9]2[CH:10]=[CH:11][C:12]([O:15][S:33]([CH:30]([CH3:32])[CH3:31])(=[O:35])=[O:34])=[CH:13][CH:14]=2)=[C:4]([NH:16][C:17]2[C:26]3[C:21](=[N:22][C:23]([CH2:27][CH2:28][CH3:29])=[CH:24][CH:25]=3)[N:20]=[CH:19][CH:18]=2)[CH:3]=1. The catalyst class is: 79. (2) Reactant: [CH3:1][N:2]([C:9]1[CH:10]=[C:11]([C:18]2[CH:23]=[CH:22][C:21]([C:24]([F:27])([F:26])[F:25])=[CH:20][CH:19]=2)[CH:12]=[CH:13][C:14]=1[N+:15]([O-])=O)[CH2:3][C:4]([O:6]CC)=O.[H][H]. Product: [CH3:1][N:2]1[C:9]2[C:14](=[CH:13][CH:12]=[C:11]([C:18]3[CH:19]=[CH:20][C:21]([C:24]([F:26])([F:27])[F:25])=[CH:22][CH:23]=3)[CH:10]=2)[NH:15][C:4](=[O:6])[CH2:3]1. The catalyst class is: 19.